Predict the product of the given reaction. From a dataset of Forward reaction prediction with 1.9M reactions from USPTO patents (1976-2016). (1) Given the reactants [NH:1]1[C:9]2[C:4](=[CH:5][CH:6]=[CH:7][CH:8]=2)[C:3]([CH2:10][C@@H:11]([NH:24][C:25](=O)OC(C)(C)C)[C:12]2[NH:13][CH:14]=[C:15]([C:17]3[CH:22]=[CH:21][C:20]([F:23])=[CH:19][CH:18]=3)[N:16]=2)=[CH:2]1.[CH3:32][C:33]1[O:37][N:36]=[C:35](C=O)[N:34]=1.N, predict the reaction product. The product is: [F:23][C:20]1[CH:19]=[CH:18][C:17]([C:15]2[N:16]=[C:12]([C@H:11]3[CH2:10][C:3]4[C:4]5[C:9](=[CH:8][CH:7]=[CH:6][CH:5]=5)[NH:1][C:2]=4[CH:25]([C:35]4[N:34]=[C:33]([CH3:32])[O:37][N:36]=4)[NH:24]3)[NH:13][CH:14]=2)=[CH:22][CH:21]=1. (2) Given the reactants Br[CH2:2][CH2:3][CH2:4][O:5][CH:4]1[CH2:3][CH2:2]CC[O:5]1.[ClH:12].[C:13]([C:15]1[C:24]2[C:19](=[CH:20][CH:21]=[CH:22][C:23]=2[O:25][C@H:26]2[CH2:31][CH2:30][C@H:29]([NH2:32])[CH2:28][CH2:27]2)[CH:18]=[N:17][CH:16]=1)#[N:14], predict the reaction product. The product is: [ClH:12].[C:13]([C:15]1[C:24]2[C:19](=[CH:20][CH:21]=[CH:22][C:23]=2[O:25][C@H:26]2[CH2:31][CH2:30][C@H:29]([NH:32][CH2:2][CH2:3][CH2:4][OH:5])[CH2:28][CH2:27]2)[CH:18]=[N:17][CH:16]=1)#[N:14]. (3) Given the reactants [C:1]([C:3]1[CH:11]=[CH:10][C:6]([C:7](O)=[O:8])=[C:5]([CH3:12])[CH:4]=1)#[N:2].S(Cl)([Cl:15])=O.CN(C)C=O, predict the reaction product. The product is: [C:1]([C:3]1[CH:11]=[CH:10][C:6]([C:7]([Cl:15])=[O:8])=[C:5]([CH3:12])[CH:4]=1)#[N:2]. (4) Given the reactants [CH:1]([N:4]1[CH2:9][CH2:8][CH:7]([O:10][C:11]2[CH:19]=[CH:18][C:17]3[N:16]4[CH2:20][C@H:21]([CH3:25])[NH:22][C:23](=[O:24])[C:15]4=[CH:14][C:13]=3[CH:12]=2)[CH2:6][CH2:5]1)([CH3:3])[CH3:2].Br[CH2:27][CH:28]1[CH2:30][CH2:29]1.[H-].[Na+], predict the reaction product. The product is: [CH:28]1([CH2:27][N:22]2[C@@H:21]([CH3:25])[CH2:20][N:16]3[C:17]4[CH:18]=[CH:19][C:11]([O:10][CH:7]5[CH2:8][CH2:9][N:4]([CH:1]([CH3:3])[CH3:2])[CH2:5][CH2:6]5)=[CH:12][C:13]=4[CH:14]=[C:15]3[C:23]2=[O:24])[CH2:30][CH2:29]1. (5) Given the reactants [NH2:1][C:2]1[C:3]([NH:8][C:9]2[CH:14]=[CH:13][CH:12]=[C:11]([C:15]3[CH:16]=[N:17][CH:18]=[CH:19][CH:20]=3)[CH:10]=2)=[N:4][CH:5]=[CH:6][CH:7]=1.[C:21]1([CH2:27][C:28](=O)[C:29](O)=[O:30])[CH:26]=[CH:25][CH:24]=[CH:23][CH:22]=1.C(OCC)(=O)C.C(=O)(O)[O-].[Na+], predict the reaction product. The product is: [CH2:27]([C:28]1[C:29](=[O:30])[N:8]([C:9]2[CH:14]=[CH:13][CH:12]=[C:11]([C:15]3[CH:16]=[N:17][CH:18]=[CH:19][CH:20]=3)[CH:10]=2)[C:3]2[N:4]=[CH:5][CH:6]=[CH:7][C:2]=2[N:1]=1)[C:21]1[CH:26]=[CH:25][CH:24]=[CH:23][CH:22]=1.